From a dataset of Experimentally validated miRNA-target interactions with 360,000+ pairs, plus equal number of negative samples. Binary Classification. Given a miRNA mature sequence and a target amino acid sequence, predict their likelihood of interaction. The miRNA is mmu-miR-98-5p with sequence UGAGGUAGUAAGUUGUAUUGUU. The protein sequence of the target gene is MGETKIIYHLDGQETPYLVKLPLPAERVTLADFKGVLQRPSYKFFFKSMDDDFGVVKEEISDDNAKLPCFNGRVVSWLVSAEGSHPDPAPFCADNPSELPPPMERTGGIGDSRPPSFHPHAGGGSQENLDNDTETDSLVSAQRERPRRRDGPEHATRLNGTAKGERRREPGGYDSSSTLMSSELETTSFFDSDEDDSTSRFSSSTEQSSASRLMRRHKRRRRKQKVSRIERSSSFSSITDSTMSLNIITVTLNMEKYNFLGISIVGQSNERGDGGIYIGSIMKGGAVAADGRIEPGDMLL.... Result: 0 (no interaction).